This data is from Forward reaction prediction with 1.9M reactions from USPTO patents (1976-2016). The task is: Predict the product of the given reaction. (1) Given the reactants Cl[C:2]1[C:7]([C:8]#[N:9])=[C:6]([Cl:10])[N:5]=[CH:4][N:3]=1.CCN(CC)CC.[CH2:18]([O:25][C:26]1[CH:31]=[CH:30][C:29]([NH2:32])=[CH:28][C:27]=1[Cl:33])[C:19]1[CH:24]=[CH:23][CH:22]=[CH:21][CH:20]=1, predict the reaction product. The product is: [CH2:18]([O:25][C:26]1[CH:31]=[CH:30][C:29]([NH:32][C:2]2[C:7]([C:8]#[N:9])=[C:6]([Cl:10])[N:5]=[CH:4][N:3]=2)=[CH:28][C:27]=1[Cl:33])[C:19]1[CH:20]=[CH:21][CH:22]=[CH:23][CH:24]=1. (2) Given the reactants [O-]CC.[Na+].[C:5]([O:12][CH2:13][CH3:14])(=[O:11])[C:6]([O:8]CC)=O.[CH3:15][C:16]1[CH:21]=[CH:20][N:19]=[CH:18][C:17]=1[N+:22]([O-:24])=[O:23], predict the reaction product. The product is: [N+:22]([C:17]1[CH:18]=[N:19][CH:20]=[CH:21][C:16]=1[CH2:15][C:6](=[O:8])[C:5]([O:12][CH2:13][CH3:14])=[O:11])([O-:24])=[O:23].